From a dataset of Full USPTO retrosynthesis dataset with 1.9M reactions from patents (1976-2016). Predict the reactants needed to synthesize the given product. (1) The reactants are: [NH2:1][C:2]1[N:3]=[C:4]([N:13]2[CH2:18][CH2:17][O:16][CH2:15][CH2:14]2)[C:5]2[N:11]=[C:10](Cl)[CH:9]=[CH:8][C:6]=2[N:7]=1.C(=O)([O-])[O-].[K+].[K+].[Br:25][C:26]1[CH:31]=[CH:30][CH:29]=[CH:28][C:27]=1B(O)O. Given the product [NH2:1][C:2]1[N:3]=[C:4]([N:13]2[CH2:18][CH2:17][O:16][CH2:15][CH2:14]2)[C:5]2[N:11]=[C:10]([C:27]3[CH:28]=[CH:29][CH:30]=[CH:31][C:26]=3[Br:25])[CH:9]=[CH:8][C:6]=2[N:7]=1, predict the reactants needed to synthesize it. (2) Given the product [NH2:1][C:2]1[N:7]=[C:6]([NH:8][C:9]([C:11]2[C:12]([CH3:16])=[N:13][O:14][CH:15]=2)=[O:10])[CH:5]=[N:4][C:3]=1[C:22]1[CH:23]=[C:24]([F:27])[CH:25]=[CH:26][C:21]=1[O:20][C:19]([F:18])([F:31])[F:32], predict the reactants needed to synthesize it. The reactants are: [NH2:1][C:2]1[N:7]=[C:6]([NH:8][C:9]([C:11]2[C:12]([CH3:16])=[N:13][O:14][CH:15]=2)=[O:10])[CH:5]=[N:4][C:3]=1Cl.[F:18][C:19]([F:32])([F:31])[O:20][C:21]1[CH:26]=[CH:25][C:24]([F:27])=[CH:23][C:22]=1B(O)O.C(=O)([O-])[O-].[Cs+].[Cs+]. (3) Given the product [F:11][C:4]1[CH:5]=[C:6]([CH2:8][O:9][CH3:10])[CH:7]=[C:2]([F:1])[C:3]=1[C:22]1[N:27]=[C:26]([C:28]([O:30][CH3:31])=[O:29])[CH:25]=[CH:24][C:23]=1[F:32], predict the reactants needed to synthesize it. The reactants are: [F:1][C:2]1[CH:7]=[C:6]([CH2:8][O:9][CH3:10])[CH:5]=[C:4]([F:11])[C:3]=1B1OC(C)(C)C(C)(C)O1.Br[C:22]1[N:27]=[C:26]([C:28]([O:30][CH3:31])=[O:29])[CH:25]=[CH:24][C:23]=1[F:32].CCN(C(C)C)C(C)C. (4) Given the product [Cl:1][C:2]1[C:9]([Cl:10])=[CH:8][CH:7]=[C:6]([N+:11]([O-:13])=[O:12])[C:3]=1[CH:4]=[O:5], predict the reactants needed to synthesize it. The reactants are: [Cl:1][C:2]1[C:9]([Cl:10])=[CH:8][CH:7]=[CH:6][C:3]=1[CH:4]=[O:5].[N+:11]([O-])([OH:13])=[O:12].O. (5) Given the product [ClH:22].[CH2:2]1[C:3]2=[C:12]3[C:7](=[CH:6][CH:5]=[CH:4]2)[C:8]([C:23]2[CH:24]=[C:25]([CH2:29][N:30]4[CH:34]=[CH:33][N:32]=[C:31]4[CH3:35])[N:26]=[N:27][CH:28]=2)=[CH:9][CH:10]=[C:11]3[CH2:1]1, predict the reactants needed to synthesize it. The reactants are: [CH2:1]1[C:11]2=[C:12]3[C:7](=[CH:8][CH:9]=[CH:10]2)[C:6](B2OC(C)(C)C(C)(C)O2)=[CH:5][CH:4]=[C:3]3[CH2:2]1.[Cl:22][C:23]1[CH:24]=[C:25]([CH2:29][N:30]2[CH:34]=[CH:33][N:32]=[C:31]2[CH3:35])[N:26]=[N:27][CH:28]=1. (6) Given the product [C:1]([C:3]1[CH:4]=[C:5]2[C:10](=[CH:11][CH:12]=1)[N:9]=[C:8]([C:13]([NH:15][CH2:16][C:17]1[CH:22]=[CH:21][CH:20]=[C:19]([NH:23][C:24](=[O:51])[CH2:25][CH2:26][C:27]3[N:31]=[CH:30][NH:29][N:28]=3)[CH:18]=1)=[O:14])[NH:7][C:6]2=[O:52])#[N:2], predict the reactants needed to synthesize it. The reactants are: [C:1]([C:3]1[CH:4]=[C:5]2[C:10](=[CH:11][CH:12]=1)[N:9]=[C:8]([C:13]([NH:15][CH2:16][C:17]1[CH:22]=[CH:21][CH:20]=[C:19]([NH:23][C:24](=[O:51])[CH2:25][CH2:26][C:27]3[N:31]=[CH:30][N:29](C(C4C=CC=CC=4)(C4C=CC=CC=4)C4C=CC=CC=4)[N:28]=3)[CH:18]=1)=[O:14])[NH:7][C:6]2=[O:52])#[N:2].C([SiH](CC)CC)C.FC(F)(F)C(O)=O. (7) Given the product [O-:3][Si:2]([O-:4])=[O:1].[Na+:5].[Na+:5].[Si:8]([OH:11])([OH:10])([OH:9])[OH:7], predict the reactants needed to synthesize it. The reactants are: [O-:1][Si:2]([O-:4])=[O:3].[Na+:5].[Na+].[O-:7][Si:8]([O-:11])([O-:10])[O-:9].[K+].[K+].[K+].[K+].[Si]([O-])([O-])([O-])[O-].[Na+].[Na+].[Na+].[Na+].